Dataset: Forward reaction prediction with 1.9M reactions from USPTO patents (1976-2016). Task: Predict the product of the given reaction. The product is: [CH3:18][C@@H:17]1[CH2:16][CH2:15][N:14]([C:27](=[O:26])[CH2:28][C:29]#[N:30])[CH2:13][C@@H:12]1[N:2]([CH3:1])[C:3]1[CH:8]=[CH:7][N:6]=[C:5]2[NH:9][CH:10]=[CH:11][C:4]=12. Given the reactants [CH3:1][N:2]([C@@H:12]1[C@H:17]([CH3:18])[CH2:16][CH2:15][NH:14][CH2:13]1)[C:3]1[CH:8]=[CH:7][N:6]=[C:5]2[NH:9][CH:10]=[CH:11][C:4]=12.O=C1CCC(=O)N1[O:26][C:27](=O)[CH2:28][C:29]#[N:30].C(O)C, predict the reaction product.